Dataset: Ames mutagenicity test results for genotoxicity prediction. Task: Regression/Classification. Given a drug SMILES string, predict its toxicity properties. Task type varies by dataset: regression for continuous values (e.g., LD50, hERG inhibition percentage) or binary classification for toxic/non-toxic outcomes (e.g., AMES mutagenicity, cardiotoxicity, hepatotoxicity). Dataset: ames. (1) The molecule is O=C(CCl)c1ccc(Cl)cc1Cl. The result is 1 (mutagenic). (2) The molecule is O=C1C=C(S(=O)(=O)O)c2ccccc2C1=O. The result is 1 (mutagenic). (3) The molecule is OC1C=Cc2ccc3nc4ccc5ccccc5c4cc3c2C1O. The result is 1 (mutagenic). (4) The molecule is O=[N+]([O-])c1cc2c(ccc3ccccc32)c2c1C=C[C@@H](O)[C@@H]2O. The result is 1 (mutagenic). (5) The drug is Cc1cnc2c(ccc3c2nc(N)n3C)n1. The result is 1 (mutagenic).